This data is from Reaction yield outcomes from USPTO patents with 853,638 reactions. The task is: Predict the reaction yield, written as a fraction of the theoretical maximum amount of product (1.0 means a 100% yield; for example, 0.34 means a 34% yield). The reactants are C([O-])=O.[NH4+].[NH2:5][C:6]([C:8]1[CH:13]=[CH:12][C:11]([NH:14][C:15]([CH:17]2[CH2:22][CH2:21][N:20](CC3C=CC=CC=3)[CH2:19][CH2:18]2)=[O:16])=[CH:10][CH:9]=1)=[O:7]. The catalyst is C(O)C.Cl.[Pd]. The product is [NH2:5][C:6]([C:8]1[CH:13]=[CH:12][C:11]([NH:14][C:15]([CH:17]2[CH2:18][CH2:19][NH:20][CH2:21][CH2:22]2)=[O:16])=[CH:10][CH:9]=1)=[O:7]. The yield is 0.730.